Dataset: Catalyst prediction with 721,799 reactions and 888 catalyst types from USPTO. Task: Predict which catalyst facilitates the given reaction. (1) Product: [F:1][C:2]1[CH:3]=[CH:4][CH:5]=[C:6]2[C:10]=1[NH:9][CH:8]=[C:7]2[CH3:11]. Reactant: [F:1][C:2]1[CH:3]=[CH:4][CH:5]=[C:6]2[C:10]=1[NH:9][CH:8]=[C:7]2[CH:11]=O.[H-].[Al+3].[Li+].[H-].[H-].[H-]. The catalyst class is: 1. (2) Reactant: Cl.[CH:2]([NH2:4])=[NH:3].[O-]CC.[Na+].CN([CH:12]=[C:13]1[CH2:17][N:16](C(C2C=CC=CC=2)(C2C=CC=CC=2)C2C=CC=CC=2)[CH2:15][C:14]1=O)C. Product: [N:3]1[C:14]2[CH2:15][NH:16][CH2:17][C:13]=2[CH:12]=[N:4][CH:2]=1. The catalyst class is: 162. (3) Reactant: Cl[C:2]1[N:7]=[CH:6][C:5]([C:8]2[CH:13]=[C:12]([CH2:14][CH3:15])[CH:11]=[CH:10][C:9]=2[C:16]([C:18]2[CH:23]=[CH:22][C:21]([CH2:24][CH3:25])=[CH:20][C:19]=2[C:26]2[CH:27]=[N:28][C:29](Cl)=[CH:30][CH:31]=2)=[O:17])=[CH:4][CH:3]=1.[CH2:33]([OH:40])[C:34]1[CH:39]=[CH:38][CH:37]=[CH:36][CH:35]=1.[H-].[Na+].[OH2:43]. Product: [CH2:33]([O:40][C:2]1[N:7]=[CH:6][C:5]([C:8]2[CH:13]=[C:12]([CH2:14][CH3:15])[CH:11]=[CH:10][C:9]=2[C:16]([C:18]2[CH:23]=[CH:22][C:21]([CH2:24][CH3:25])=[CH:20][C:19]=2[C:26]2[CH:27]=[N:28][C:29]([O:43][CH2:5][C:8]3[CH:13]=[CH:12][CH:11]=[CH:10][CH:9]=3)=[CH:30][CH:31]=2)=[O:17])=[CH:4][CH:3]=1)[C:34]1[CH:39]=[CH:38][CH:37]=[CH:36][CH:35]=1. The catalyst class is: 60. (4) Reactant: [F:1][C:2]1[CH:9]=[CH:8][CH:7]=[C:6](I)[C:3]=1[C:4]#[N:5].[S:11]1[CH:15]=[CH:14][C:13](B(O)O)=[CH:12]1.C(=O)([O-])[O-].[Na+].[Na+].COCCOC. Product: [F:1][C:2]1[CH:9]=[CH:8][CH:7]=[C:6]([C:13]2[CH:14]=[CH:15][S:11][CH:12]=2)[C:3]=1[C:4]#[N:5]. The catalyst class is: 103. (5) Reactant: O=P(Cl)(Cl)[Cl:3].[C:6]([C:8]1[C:9]([C:17]2[CH:22]=[CH:21][CH:20]=[C:19]([N+:23]([O-:25])=[O:24])[CH:18]=2)=[N:10][C:11]([S:15][CH3:16])=[N:12][C:13]=1O)#[N:7]. Product: [Cl:3][C:13]1[N:12]=[C:11]([S:15][CH3:16])[N:10]=[C:9]([C:17]2[CH:22]=[CH:21][CH:20]=[C:19]([N+:23]([O-:25])=[O:24])[CH:18]=2)[C:8]=1[C:6]#[N:7]. The catalyst class is: 12. (6) Reactant: C[Li].C([O:5][CH2:6][CH3:7])C.[CH3:8][N:9]([CH3:22])[C:10]1[N:11]=[CH:12][C:13](C(N(OC)C)=O)=[N:14][CH:15]=1. Product: [CH3:8][N:9]([CH3:22])[C:10]1[N:11]=[CH:12][C:13]([C:6](=[O:5])[CH3:7])=[N:14][CH:15]=1. The catalyst class is: 7.